This data is from NCI-60 drug combinations with 297,098 pairs across 59 cell lines. The task is: Regression. Given two drug SMILES strings and cell line genomic features, predict the synergy score measuring deviation from expected non-interaction effect. (1) Drug 1: CC=C1C(=O)NC(C(=O)OC2CC(=O)NC(C(=O)NC(CSSCCC=C2)C(=O)N1)C(C)C)C(C)C. Drug 2: C1CNP(=O)(OC1)N(CCCl)CCCl. Cell line: K-562. Synergy scores: CSS=45.0, Synergy_ZIP=-0.918, Synergy_Bliss=-0.302, Synergy_Loewe=-24.9, Synergy_HSA=0.339. (2) Drug 1: CN1C2=C(C=C(C=C2)N(CCCl)CCCl)N=C1CCCC(=O)O.Cl. Drug 2: C1=NNC2=C1C(=O)NC=N2. Cell line: K-562. Synergy scores: CSS=1.22, Synergy_ZIP=-0.944, Synergy_Bliss=-2.84, Synergy_Loewe=-1.29, Synergy_HSA=-4.65. (3) Drug 1: CN(C)C1=NC(=NC(=N1)N(C)C)N(C)C. Drug 2: COCCOC1=C(C=C2C(=C1)C(=NC=N2)NC3=CC=CC(=C3)C#C)OCCOC.Cl. Cell line: 786-0. Synergy scores: CSS=-8.04, Synergy_ZIP=-0.784, Synergy_Bliss=-5.27, Synergy_Loewe=-12.9, Synergy_HSA=-8.00. (4) Drug 1: CC(C1=C(C=CC(=C1Cl)F)Cl)OC2=C(N=CC(=C2)C3=CN(N=C3)C4CCNCC4)N. Drug 2: CCN(CC)CCNC(=O)C1=C(NC(=C1C)C=C2C3=C(C=CC(=C3)F)NC2=O)C. Cell line: SK-OV-3. Synergy scores: CSS=7.36, Synergy_ZIP=-2.24, Synergy_Bliss=0.583, Synergy_Loewe=0.421, Synergy_HSA=0.768. (5) Drug 1: C1=CC=C(C=C1)NC(=O)CCCCCCC(=O)NO. Drug 2: N.N.Cl[Pt+2]Cl. Cell line: HT29. Synergy scores: CSS=37.4, Synergy_ZIP=-0.819, Synergy_Bliss=8.18, Synergy_Loewe=6.77, Synergy_HSA=7.91. (6) Drug 1: CCC1=C2CN3C(=CC4=C(C3=O)COC(=O)C4(CC)O)C2=NC5=C1C=C(C=C5)O. Drug 2: C1CNP(=O)(OC1)N(CCCl)CCCl. Cell line: KM12. Synergy scores: CSS=19.8, Synergy_ZIP=-3.58, Synergy_Bliss=-0.496, Synergy_Loewe=-17.6, Synergy_HSA=-1.56. (7) Drug 1: C1CCC(C1)C(CC#N)N2C=C(C=N2)C3=C4C=CNC4=NC=N3. Drug 2: CC1=C(C=C(C=C1)NC2=NC=CC(=N2)N(C)C3=CC4=NN(C(=C4C=C3)C)C)S(=O)(=O)N.Cl. Cell line: BT-549. Synergy scores: CSS=2.25, Synergy_ZIP=3.36, Synergy_Bliss=8.19, Synergy_Loewe=4.40, Synergy_HSA=4.53.